Dataset: Full USPTO retrosynthesis dataset with 1.9M reactions from patents (1976-2016). Task: Predict the reactants needed to synthesize the given product. (1) Given the product [CH2:1]([O:3][C:4]([N:6]1[CH2:11][CH2:10][CH:9]([N:12]2[C:16]3=[N:17][C:18]([N:21]([CH3:23])[CH3:22])=[CH:19][CH:20]=[C:15]3[N:14]([CH3:25])[C:13]2=[O:24])[CH2:8][CH2:7]1)=[O:5])[CH3:2], predict the reactants needed to synthesize it. The reactants are: [CH2:1]([O:3][C:4]([N:6]1[CH2:11][CH2:10][CH:9]([N:12]2[C:16]3=[N:17][C:18]([N:21]([CH3:23])[CH3:22])=[CH:19][CH:20]=[C:15]3[NH:14][C:13]2=[O:24])[CH2:8][CH2:7]1)=[O:5])[CH3:2].[CH3:25][Si]([N-][Si](C)(C)C)(C)C.[K+].CI. (2) Given the product [CH3:3][O:4][C:5]1[CH:33]=[CH:32][C:8]([C:9]([NH:11][C:12]2[CH:28]=[C:27]([N+:29]([O-:31])=[O:30])[CH:26]=[CH:25][C:13]=2[C:14]([NH:16][C:17]2[CH:22]=[CH:21][C:20]([O:23][CH3:24])=[CH:19][CH:18]=2)=[O:15])=[O:10])=[C:7]([O:34][CH2:35][CH2:36][CH2:37][NH:47][CH2:89][C:88]2[CH:91]=[CH:92][CH:93]=[C:86]([O:85][CH3:84])[CH:87]=2)[CH:6]=1, predict the reactants needed to synthesize it. The reactants are: [BH4-].[Na+].[CH3:3][O:4][C:5]1[CH:33]=[CH:32][C:8]([C:9]([NH:11][C:12]2[CH:28]=[C:27]([N+:29]([O-:31])=[O:30])[CH:26]=[CH:25][C:13]=2[C:14]([NH:16][C:17]2[CH:22]=[CH:21][C:20]([O:23][CH3:24])=[CH:19][CH:18]=2)=[O:15])=[O:10])=[C:7]([O:34][CH2:35][CH2:36][CH:37]([NH2:47])CC2C=CC=C(OC)C=2)[CH:6]=1.NCCCOC1C=C(OC)C=CC=1C(NC1C=C([N+]([O-])=O)C=CC=1C(NC1C=CC(OC)=CC=1)=O)=O.[CH3:84][O:85][C:86]1[CH:87]=[C:88]([CH:91]=[CH:92][CH:93]=1)[CH:89]=O. (3) The reactants are: F[C:2](F)(F)[C:3](O)=[O:4].[CH2:8]([O:10][C:11]([N:13]1[CH2:18][CH2:17][N:16]([C:19](=[O:53])[C@@H:20]([NH:23][C:24]([C:26]2[CH:30]=[C:29]([O:31][CH2:32][C:33]([N:35]3[CH2:39][CH2:38][CH2:37][C@H:36]3[C:40](=[O:46])[NH:41][CH:42]3[CH2:45][CH2:44][CH2:43]3)=[O:34])[N:28]([C:47]3[CH:52]=[CH:51][CH:50]=[CH:49][CH:48]=3)[N:27]=2)=[O:25])[CH2:21][NH2:22])[CH2:15][CH2:14]1)=[O:12])[CH3:9].N1C=CC=CC=1.CC(OC(C)=O)=O. Given the product [CH2:8]([O:10][C:11]([N:13]1[CH2:18][CH2:17][N:16]([C:19](=[O:53])[C@@H:20]([NH:23][C:24]([C:26]2[CH:30]=[C:29]([O:31][CH2:32][C:33]([N:35]3[CH2:39][CH2:38][CH2:37][C@H:36]3[C:40](=[O:46])[NH:41][CH:42]3[CH2:45][CH2:44][CH2:43]3)=[O:34])[N:28]([C:47]3[CH:52]=[CH:51][CH:50]=[CH:49][CH:48]=3)[N:27]=2)=[O:25])[CH2:21][NH:22][C:3](=[O:4])[CH3:2])[CH2:15][CH2:14]1)=[O:12])[CH3:9], predict the reactants needed to synthesize it. (4) Given the product [C:1]([CH:3]=[C:4]1[CH2:9][CH2:8][N:7]([C:10]2[CH:15]=[CH:14][C:13]([N:16]3[CH2:20][C@H:19]([CH2:21][NH:22][C:29](=[O:30])[CH2:28][C:26]#[N:27])[O:18][C:17]3=[O:23])=[CH:12][C:11]=2[F:24])[CH2:6][CH:5]1[CH3:25])#[N:2], predict the reactants needed to synthesize it. The reactants are: [C:1]([CH:3]=[C:4]1[CH2:9][CH2:8][N:7]([C:10]2[CH:15]=[CH:14][C:13]([N:16]3[CH2:20][C@H:19]([CH2:21][NH2:22])[O:18][C:17]3=[O:23])=[CH:12][C:11]=2[F:24])[CH2:6][CH:5]1[CH3:25])#[N:2].[C:26]([CH2:28][C:29](O)=[O:30])#[N:27]. (5) The reactants are: [NH2:1][C:2]1[N:12]=[CH:11][C:10](Br)=[CH:9][C:3]=1[C:4]([N:6]([CH3:8])[CH3:7])=[O:5].[B:14]1([B:14]2[O:18][C:17]([CH3:20])([CH3:19])[C:16]([CH3:22])([CH3:21])[O:15]2)[O:18][C:17]([CH3:20])([CH3:19])[C:16]([CH3:22])([CH3:21])[O:15]1.C([O-])(=O)C.[K+]. Given the product [NH2:1][C:2]1[N:12]=[CH:11][C:10]([B:14]2[O:18][C:17]([CH3:20])([CH3:19])[C:16]([CH3:22])([CH3:21])[O:15]2)=[CH:9][C:3]=1[C:4]([N:6]([CH3:8])[CH3:7])=[O:5], predict the reactants needed to synthesize it.